From a dataset of Peptide-MHC class II binding affinity with 134,281 pairs from IEDB. Regression. Given a peptide amino acid sequence and an MHC pseudo amino acid sequence, predict their binding affinity value. This is MHC class II binding data. (1) The binding affinity (normalized) is 0.391. The MHC is DRB1_1101 with pseudo-sequence DRB1_1101. The peptide sequence is KQKLALGGSIAVKIT. (2) The MHC is DRB1_0101 with pseudo-sequence DRB1_0101. The peptide sequence is QTYVTQQLIRAAEIR. The binding affinity (normalized) is 0.987. (3) The peptide sequence is RMQFSSLTVNVRGSG. The MHC is DRB1_0701 with pseudo-sequence DRB1_0701. The binding affinity (normalized) is 0.470.